Dataset: Catalyst prediction with 721,799 reactions and 888 catalyst types from USPTO. Task: Predict which catalyst facilitates the given reaction. Reactant: C([O-])([O-])=O.[K+].[K+].C([O:10][CH2:11][CH2:12][CH2:13][C:14]1[CH:19]=[CH:18][N:17]=[C:16]([C:20]#[N:21])[CH:15]=1)(=O)C. Product: [OH:10][CH2:11][CH2:12][CH2:13][C:14]1[CH:19]=[CH:18][N:17]=[C:16]([C:20]#[N:21])[CH:15]=1. The catalyst class is: 72.